This data is from Full USPTO retrosynthesis dataset with 1.9M reactions from patents (1976-2016). The task is: Predict the reactants needed to synthesize the given product. (1) Given the product [C:1]([O:29][C:28]1[CH:27]=[CH:26][C:25]([Cl:30])=[CH:24][C:23]=1[C:21](=[O:22])[NH:20][C:12]1[CH:11]=[CH:10][C:15]([N+:16]([O-:18])=[O:17])=[CH:14][C:13]=1[Cl:19])(=[O:8])[C:2]1[CH:7]=[CH:6][CH:5]=[CH:4][CH:3]=1, predict the reactants needed to synthesize it. The reactants are: [C:1](Cl)(=[O:8])[C:2]1[CH:7]=[CH:6][CH:5]=[CH:4][CH:3]=1.[CH:10]1[C:15]([N+:16]([O-:18])=[O:17])=[CH:14][C:13]([Cl:19])=[C:12]([NH:20][C:21]([C:23]2[CH:24]=[C:25]([Cl:30])[CH:26]=[CH:27][C:28]=2[OH:29])=[O:22])[CH:11]=1. (2) Given the product [C:42]1([S:48]([OH:51])(=[O:50])=[O:49])[CH:47]=[CH:46][CH:45]=[CH:44][CH:43]=1.[F:1][C:2]1[CH:3]=[C:4]([NH:25][C:26]([C:28]2[C:29](=[O:41])[N:30]([C:35]3[CH:36]=[CH:37][CH:38]=[CH:39][CH:40]=3)[N:31]([CH3:34])[C:32]=2[CH3:33])=[O:27])[CH:5]=[CH:6][C:7]=1[O:8][C:9]1[C:18]2[C:13](=[CH:14][C:15]([O:19][CH2:20][C:21]([OH:24])([CH3:23])[CH3:22])=[CH:16][CH:17]=2)[N:12]=[CH:11][CH:10]=1, predict the reactants needed to synthesize it. The reactants are: [F:1][C:2]1[CH:3]=[C:4]([NH:25][C:26]([C:28]2[C:29](=[O:41])[N:30]([C:35]3[CH:40]=[CH:39][CH:38]=[CH:37][CH:36]=3)[N:31]([CH3:34])[C:32]=2[CH3:33])=[O:27])[CH:5]=[CH:6][C:7]=1[O:8][C:9]1[C:18]2[C:13](=[CH:14][C:15]([O:19][CH2:20][C:21]([OH:24])([CH3:23])[CH3:22])=[CH:16][CH:17]=2)[N:12]=[CH:11][CH:10]=1.[C:42]1([S:48]([OH:51])(=[O:50])=[O:49])[CH:47]=[CH:46][CH:45]=[CH:44][CH:43]=1. (3) Given the product [CH3:9][Si:10]([CH3:12])([CH3:11])[C:13]1[CH:3]=[CH:4][C:5]([CH3:8])=[C:6]([C:7]#[CH:2])[CH:14]=1, predict the reactants needed to synthesize it. The reactants are: Br[C:2]1[CH:7]=[CH:6][C:5]([CH3:8])=[CH:4][CH:3]=1.[CH3:9][Si:10]([C:13]#[CH:14])([CH3:12])[CH3:11].